This data is from Forward reaction prediction with 1.9M reactions from USPTO patents (1976-2016). The task is: Predict the product of the given reaction. (1) Given the reactants [CH3:1][N:2]1[C:10]2[C:5](=[CH:6][CH:7]=[CH:8][CH:9]=2)[CH:4]=[C:3]1B(O)O.Br[C:15]1[S:16][C:17]([CH:20]=[O:21])=[CH:18][N:19]=1.C(=O)([O-])[O-].[Na+].[Na+], predict the reaction product. The product is: [CH3:1][N:2]1[C:10]2[C:5](=[CH:6][CH:7]=[CH:8][CH:9]=2)[CH:4]=[C:3]1[C:15]1[S:16][C:17]([CH:20]=[O:21])=[CH:18][N:19]=1. (2) The product is: [C:1]([O:4][CH2:5][O:6][C:7]([C:8]1[C:9]2[O:33][B:16]([OH:17])[C@@H:15]([NH:29][C:30](=[O:32])[CH3:31])[CH2:14][C:10]=2[CH:11]=[CH:12][CH:13]=1)=[O:35])(=[O:3])[CH3:2]. Given the reactants [C:1]([O:4][CH2:5][O:6][C:7](=[O:35])[C:8]1[CH:13]=[CH:12][CH:11]=[C:10]([CH2:14][CH:15]([NH:29][C:30](=[O:32])[CH3:31])[B:16]2OC3C(C)(C4CC(C3)C4(C)C)[O:17]2)[C:9]=1[O:33]C)(=[O:3])[CH3:2].[Cl-].[Al+3].[Cl-].[Cl-], predict the reaction product. (3) Given the reactants [C:1]([N:8]([C:17]([O:19][C:20]([CH3:23])([CH3:22])[CH3:21])=[O:18])[C@H:9](C(O)=O)[CH2:10][CH2:11][CH2:12][NH2:13])([O:3][C:4]([CH3:7])([CH3:6])[CH3:5])=[O:2].C(N(CC)CC)C.Cl[C:32]([O:34]CC)=[O:33].[N:37]1[C:46]2[C:41](=[CH:42][CH:43]=[CH:44][CH:45]=2)[CH:40]=[C:39]([C:47]([NH2:49])=[O:48])[CH:38]=1.[C:50](N[C@@H](C(O)=O)CCC1C=CC=CC=1)(OC(C)(C)C)=[O:51].FC(F)(F)C(O)=O.C(=O)(O)[O-].[Na+], predict the reaction product. The product is: [N:37]1[C:46]2[C:41](=[CH:42][CH:43]=[CH:44][CH:45]=2)[CH:40]=[C:39]([C:47]([NH2:49])=[O:48])[CH:38]=1.[C:1]([N:8]([C:17]([O:19][C:20]([CH3:23])([CH3:21])[CH3:22])=[O:18])[C@H:9]([C:50]([NH:49][C@@H:47]([C:32]([OH:34])=[O:33])[CH2:39][CH2:40][C:41]1[CH:42]=[CH:43][CH:44]=[CH:45][CH:46]=1)=[O:51])[CH2:10][CH2:11][CH2:12][NH2:13])([O:3][C:4]([CH3:5])([CH3:7])[CH3:6])=[O:2].